This data is from Full USPTO retrosynthesis dataset with 1.9M reactions from patents (1976-2016). The task is: Predict the reactants needed to synthesize the given product. (1) The reactants are: [F:1][C:2]1[CH:7]=[CH:6][C:5]([F:8])=[CH:4][C:3]=1/[CH:9]=[CH:10]/[CH2:11][NH:12][CH:13]1[CH2:18][CH2:17][N:16]([CH2:19][CH2:20][N:21]2[C:26]3[CH:27]=[C:28]([C:31]#[N:32])[CH:29]=[CH:30][C:25]=3[O:24][CH2:23][C:22]2=[O:33])[CH2:15][CH2:14]1.[N+](=[CH:36][C:37]([O:39][CH2:40][CH3:41])=[O:38])=[N-]. Given the product [C:31]([C:28]1[CH:29]=[CH:30][C:25]2[O:24][CH2:23][C:22](=[O:33])[N:21]([CH2:20][CH2:19][N:16]3[CH2:17][CH2:18][CH:13]([N:12]([CH2:11]/[CH:10]=[CH:9]/[C:3]4[CH:4]=[C:5]([F:8])[CH:6]=[CH:7][C:2]=4[F:1])[CH2:36][C:37]([O:39][CH2:40][CH3:41])=[O:38])[CH2:14][CH2:15]3)[C:26]=2[CH:27]=1)#[N:32], predict the reactants needed to synthesize it. (2) Given the product [Br:1][C:2]1[CH:3]=[CH:4][C:5]([NH:8][C:9]2[S:10][C:11]3[CH:17]=[CH:16][C:15]([O:18][C:30]4[CH:35]=[CH:34][N:33]=[C:32]([C:36]([NH:38][CH3:39])=[O:37])[CH:31]=4)=[CH:14][C:12]=3[N:13]=2)=[CH:6][CH:7]=1, predict the reactants needed to synthesize it. The reactants are: [Br:1][C:2]1[CH:7]=[CH:6][C:5]([NH:8][C:9]2[S:10][C:11]3[CH:17]=[CH:16][C:15]([OH:18])=[CH:14][C:12]=3[N:13]=2)=[CH:4][CH:3]=1.C[Si]([N-][Si](C)(C)C)(C)C.[K+].Cl[C:30]1[CH:35]=[CH:34][N:33]=[C:32]([C:36]([NH:38][CH3:39])=[O:37])[CH:31]=1.C(=O)([O-])[O-].[K+].[K+]. (3) Given the product [C:1]([O:5][C:6]([N:8]1[CH2:13][CH2:12][N:11]([NH2:14])[CH2:10][CH2:9]1)=[O:7])([CH3:4])([CH3:2])[CH3:3], predict the reactants needed to synthesize it. The reactants are: [C:1]([O:5][C:6]([N:8]1[CH2:13][CH2:12][N:11]([N:14]=O)[CH2:10][CH2:9]1)=[O:7])([CH3:4])([CH3:3])[CH3:2].[H-].[H-].[H-].[H-].[Li+].[Al+3]. (4) Given the product [CH3:23][O:17][C:16]([C@@H:15]1[CH2:14][O:13][CH2:12][N:11]1[C:9]([O:8][CH2:1][C:2]1[CH:7]=[CH:6][CH:5]=[CH:4][CH:3]=1)=[O:10])=[O:18], predict the reactants needed to synthesize it. The reactants are: [CH2:1]([O:8][C:9]([N:11]1[C@H:15]([C:16]([OH:18])=[O:17])[CH2:14][O:13][CH2:12]1)=[O:10])[C:2]1[CH:7]=[CH:6][CH:5]=[CH:4][CH:3]=1.S(Cl)(Cl)=O.[CH3:23]O. (5) Given the product [CH3:17][O:18][C:19]1[CH:20]=[C:21]([NH:25][C:4]([CH:6]2[C:14](=[O:15])[C:13]3[CH:12]=[N:11][CH:10]=[CH:9][C:8]=3[C:7]2=[O:16])=[O:5])[CH:22]=[CH:23][CH:24]=1, predict the reactants needed to synthesize it. The reactants are: C(O[C:4]([CH:6]1[C:14](=[O:15])[C:13]2[CH:12]=[N:11][CH:10]=[CH:9][C:8]=2[C:7]1=[O:16])=[O:5])C.[CH3:17][O:18][C:19]1[CH:24]=[CH:23][CH:22]=[C:21]([NH2:25])[CH:20]=1.C(O)(=O)C. (6) Given the product [Cl:20][C:17]1[CH:18]=[CH:19][C:14]([NH:13][C:4]2[N:3]=[C:2]([S:22][CH3:21])[N:10]=[C:9]3[C:5]=2[N:6]=[CH:7][N:8]3[CH2:11][CH3:12])=[CH:15][CH:16]=1, predict the reactants needed to synthesize it. The reactants are: Cl[C:2]1[N:10]=[C:9]2[C:5]([N:6]=[CH:7][N:8]2[CH2:11][CH3:12])=[C:4]([NH:13][C:14]2[CH:19]=[CH:18][C:17]([Cl:20])=[CH:16][CH:15]=2)[N:3]=1.[CH3:21][S-:22].[Na+]. (7) Given the product [C:1]([O:5][C:6]([N:8]1[CH2:15][C:14]2=[C:13]3[N:12]([N:11]=[C:10]2[CH2:9]1)[C:20]([CH3:21])=[CH:19][C:18]([CH3:17])=[N:16]3)=[O:7])([CH3:4])([CH3:2])[CH3:3], predict the reactants needed to synthesize it. The reactants are: [C:1]([O:5][C:6]([N:8]1[CH2:15][C:14]2[C:10](=[N:11][NH:12][C:13]=2[NH2:16])[CH2:9]1)=[O:7])([CH3:4])([CH3:3])[CH3:2].[CH3:17][C:18](=O)[CH2:19][C:20](=O)[CH3:21].C([O-])(O)=O.[Na+].